Dataset: Reaction yield outcomes from USPTO patents with 853,638 reactions. Task: Predict the reaction yield, written as a fraction of the theoretical maximum amount of product (1.0 means a 100% yield; for example, 0.34 means a 34% yield). (1) The reactants are [C:1]([CH2:4][C:5]1[C:10]([F:11])=[C:9]([N:12]2[C:16](=[O:17])[C:15]3=[CH:18][CH:19]=[CH:20][CH:21]=[C:14]3[C:13]2=[O:22])[CH:8]=[CH:7][C:6]=1[N+:23]([O-])=O)(=O)[CH3:2].C([O-])(=O)C.[NH4+]. The catalyst is CC(C)=O.[Cl-].[Cl-].[Cl-].[Ti+3]. The product is [F:11][C:10]1[C:9]([N:12]2[C:16](=[O:17])[C:15]3=[CH:18][CH:19]=[CH:20][CH:21]=[C:14]3[C:13]2=[O:22])=[CH:8][CH:7]=[C:6]2[C:5]=1[CH:4]=[C:1]([CH3:2])[NH:23]2. The yield is 0.310. (2) The catalyst is [Pd].CO. The reactants are [CH3:1][O:2][C:3](=[O:28])[CH2:4][CH2:5][CH2:6]/[CH:7]=[CH:8]\[CH2:9][N:10]1[C:14](=[O:15])[CH2:13][CH2:12][C@@H:11]1[CH2:16][O:17][C:18](=[O:27])[NH:19][CH2:20][C:21]1[CH:26]=[CH:25][CH:24]=[CH:23][CH:22]=1. The yield is 0.850. The product is [CH3:1][O:2][C:3](=[O:28])[CH2:4][CH2:5][CH2:6][CH2:7][CH2:8][CH2:9][N:10]1[C:14](=[O:15])[CH2:13][CH2:12][C@@H:11]1[CH2:16][O:17][C:18](=[O:27])[NH:19][CH2:20][C:21]1[CH:26]=[CH:25][CH:24]=[CH:23][CH:22]=1.